Dataset: Forward reaction prediction with 1.9M reactions from USPTO patents (1976-2016). Task: Predict the product of the given reaction. (1) Given the reactants [F:1][C:2]1[CH:7]=[CH:6][C:5]([NH:8][CH2:9][C:10]2[CH:15]=[N:14][C:13]([C:16]([O:18][CH3:19])=[O:17])=[C:12]3[O:20][C:21]([CH3:25])([CH3:24])[O:22][CH2:23][C:11]=23)=[CH:4][CH:3]=1.[CH:26](=O)[C:27]1[CH:32]=[CH:31][CH:30]=[CH:29][CH:28]=1.C([BH3-])#N.[Na+], predict the reaction product. The product is: [CH2:26]([N:8]([CH2:9][C:10]1[CH:15]=[N:14][C:13]([C:16]([O:18][CH3:19])=[O:17])=[C:12]2[O:20][C:21]([CH3:25])([CH3:24])[O:22][CH2:23][C:11]=12)[C:5]1[CH:6]=[CH:7][C:2]([F:1])=[CH:3][CH:4]=1)[C:27]1[CH:32]=[CH:31][CH:30]=[CH:29][CH:28]=1. (2) Given the reactants [F:1][C:2]1[CH:7]=[CH:6][CH:5]=[C:4]([F:8])[C:3]=1[NH:9][C:10]([C:12]1[CH:16]=[CH:15][N:14]([CH2:17][C:18]2[CH:23]=[CH:22][CH:21]=[CH:20][C:19]=2[OH:24])[N:13]=1)=[O:11].C(=O)([O-])[O-].[K+].[K+].Br[CH2:32][CH:33]([CH3:36])[CH2:34][CH3:35], predict the reaction product. The product is: [F:8][C:4]1[CH:5]=[CH:6][CH:7]=[C:2]([F:1])[C:3]=1[NH:9][C:10]([C:12]1[CH:16]=[CH:15][N:14]([CH2:17][C:18]2[CH:23]=[CH:22][CH:21]=[CH:20][C:19]=2[O:24][CH2:32][CH:33]([CH3:36])[CH2:34][CH3:35])[N:13]=1)=[O:11]. (3) The product is: [Br:10][C:11]1[CH:16]=[CH:15][C:14]([S:17]([N:31]2[CH2:30][CH2:29][N:28]([C:26]([O:25][C:21]([CH3:24])([CH3:23])[CH3:22])=[O:27])[CH2:33][CH2:32]2)(=[O:19])=[O:18])=[CH:13][CH:12]=1. Given the reactants C(N(C(C)C)CC)(C)C.[Br:10][C:11]1[CH:16]=[CH:15][C:14]([S:17](Cl)(=[O:19])=[O:18])=[CH:13][CH:12]=1.[C:21]([O:25][C:26]([N:28]1[CH2:33][CH2:32][NH:31][CH2:30][CH2:29]1)=[O:27])([CH3:24])([CH3:23])[CH3:22], predict the reaction product. (4) Given the reactants [F:1][CH:2]([CH2:6][C:7]1[CH:12]=[CH:11][C:10]([O:13][CH2:14][C:15]#[CH:16])=[C:9]([O:17][CH3:18])[CH:8]=1)[C:3](Cl)=[O:4].[Cl:19][C:20]1[CH:21]=[C:22]([CH:25]=[CH:26][C:27]=1[Cl:28])[CH2:23][NH2:24], predict the reaction product. The product is: [Cl:19][C:20]1[CH:21]=[C:22]([CH:25]=[CH:26][C:27]=1[Cl:28])[CH2:23][NH:24][C:3](=[O:4])[CH:2]([F:1])[CH2:6][C:7]1[CH:12]=[CH:11][C:10]([O:13][CH2:14][C:15]#[CH:16])=[C:9]([O:17][CH3:18])[CH:8]=1. (5) The product is: [CH3:32][N:2]([CH3:1])[C:3]1[C:27]([C:28]([F:29])([F:30])[F:31])=[CH:26][C:6]2[NH:7][C:8](=[O:25])[CH2:9][C:10]([C:12]3[CH:17]=[CH:16][CH:15]=[C:14]([C:18]4[O:22][N:21]=[C:20]([CH2:23][N:37]5[CH2:41][CH2:40][CH2:39][CH2:38]5)[CH:19]=4)[CH:13]=3)=[N:11][C:5]=2[CH:4]=1. Given the reactants [CH3:1][N:2]([CH3:32])[C:3]1[C:27]([C:28]([F:31])([F:30])[F:29])=[CH:26][C:6]2[NH:7][C:8](=[O:25])[CH2:9][C:10]([C:12]3[CH:17]=[CH:16][CH:15]=[C:14]([C:18]4[O:22][N:21]=[C:20]([CH2:23]O)[CH:19]=4)[CH:13]=3)=[N:11][C:5]=2[CH:4]=1.O=S(Cl)Cl.[NH:37]1[CH2:41][CH2:40][CH2:39][CH2:38]1, predict the reaction product. (6) Given the reactants [NH2:1][C:2]1[C:11]2[N:10]=[CH:9][C:8]([CH2:12][CH2:13][C:14]3[CH:19]=[CH:18][C:17]([OH:20])=[CH:16][CH:15]=3)=[CH:7][C:6]=2[C:5]2[CH:21]=[CH:22][C:23]([CH3:25])=[CH:24][C:4]=2[N:3]=1.C(=O)([O-])[O-].[K+].[K+].[CH2:32](Br)[C:33](=[CH2:35])[CH3:34], predict the reaction product. The product is: [CH3:25][C:23]1[CH:22]=[CH:21][C:5]2=[C:6]3[C:11](=[C:2]([NH2:1])[N:3]=[C:4]2[CH:24]=1)[N:10]=[CH:9][C:8]([CH2:12][CH2:13][C:14]1[CH:15]=[CH:16][C:17]([O:20][CH2:34][C:33]([CH3:35])=[CH2:32])=[CH:18][CH:19]=1)=[CH:7]3. (7) The product is: [Cl:24][C:2]1[N:7]=[C:6]([C:8]2[C:13]([C:14]([F:17])([F:16])[F:15])=[CH:12][CH:11]=[CH:10][N:9]=2)[CH:5]=[CH:4][C:3]=1[C:18]#[N:19]. Given the reactants N[C:2]1[N:7]=[C:6]([C:8]2[C:13]([C:14]([F:17])([F:16])[F:15])=[CH:12][CH:11]=[CH:10][N:9]=2)[CH:5]=[CH:4][C:3]=1[C:18]#[N:19].N([O-])=O.[Na+].[ClH:24], predict the reaction product. (8) Given the reactants [OH-:1].[Na+].OO.[F:5][C:6]1[CH:7]=[CH:8][C:9]2[N:13]=[C:12]([C:14]3[CH:22]=[CH:21][CH:20]=[C:19]4[C:15]=3[C:16]([C:39]([F:42])([F:41])[F:40])=[N:17][N:18]4[C:23]3[CH:30]=[CH:29][C:26]([C:27]#[N:28])=[C:25]([NH:31][C@H:32]4[CH2:37][CH2:36][C@H:35]([OH:38])[CH2:34][CH2:33]4)[CH:24]=3)[NH:11][C:10]=2[CH:43]=1.[Cl-].[Na+], predict the reaction product. The product is: [F:5][C:6]1[CH:7]=[CH:8][C:9]2[N:13]=[C:12]([C:14]3[CH:22]=[CH:21][CH:20]=[C:19]4[C:15]=3[C:16]([C:39]([F:42])([F:40])[F:41])=[N:17][N:18]4[C:23]3[CH:30]=[CH:29][C:26]([C:27]([NH2:28])=[O:1])=[C:25]([NH:31][C@H:32]4[CH2:33][CH2:34][C@H:35]([OH:38])[CH2:36][CH2:37]4)[CH:24]=3)[NH:11][C:10]=2[CH:43]=1. (9) Given the reactants [ClH:1].[N:2]12[CH2:11][CH:6]3[CH2:7][CH:8]([CH2:10][CH:4]([C@H:5]3[NH2:12])[CH2:3]1)[CH2:9]2.[NH:13]1[C:21]2[C:16](=[CH:17][CH:18]=[CH:19][CH:20]=2)[C:15]([C:22](O)=[O:23])=[N:14]1.N, predict the reaction product. The product is: [ClH:1].[N:2]12[CH2:11][CH:6]3[CH2:7][CH:8]([CH2:10][CH:4]([C@H:5]3[NH:12][C:22]([C:15]3[C:16]4[C:21](=[CH:20][CH:19]=[CH:18][CH:17]=4)[NH:13][N:14]=3)=[O:23])[CH2:3]1)[CH2:9]2. (10) The product is: [NH:45]1[C:53]2[C:48](=[C:49]([C:54]3[CH:62]=[C:61]4[C:57]([CH:58]=[N:59][NH:60]4)=[C:56]([NH:63][C:9]([CH:5]4[O:6][CH2:7][CH2:8][N:3]([CH3:2])[CH2:4]4)=[O:11])[CH:55]=3)[CH:50]=[CH:51][CH:52]=2)[CH:47]=[CH:46]1. Given the reactants Cl.[CH3:2][N:3]1[CH2:8][CH2:7][O:6][CH:5]([C:9]([OH:11])=O)[CH2:4]1.CN(C(ON1N=NC2C=CC=NC1=2)=[N+](C)C)C.F[P-](F)(F)(F)(F)F.CCN(C(C)C)C(C)C.[NH:45]1[C:53]2[C:48](=[C:49]([C:54]3[CH:55]=[C:56]([NH2:63])[C:57]4[CH:58]=[N:59][NH:60][C:61]=4[CH:62]=3)[CH:50]=[CH:51][CH:52]=2)[CH:47]=[CH:46]1, predict the reaction product.